From a dataset of Reaction yield outcomes from USPTO patents with 853,638 reactions. Predict the reaction yield, written as a fraction of the theoretical maximum amount of product (1.0 means a 100% yield; for example, 0.34 means a 34% yield). (1) The reactants are C(N(C(C)C)CC)(C)C.O[C@@H:11]1[CH2:15][CH2:14][O:13][C:12]1=[O:16].FC(F)(F)S(OS(C(F)(F)F)(=O)=O)(=O)=O.[Cl:32][C:33]1[CH:34]=[C:35]2[C:40](=[CH:41][CH:42]=1)[NH:39][CH2:38][CH2:37][CH2:36]2. The catalyst is ClCCl.C(OC(=O)C)C. The product is [Cl:32][C:33]1[CH:34]=[C:35]2[C:40](=[CH:41][CH:42]=1)[N:39]([C@H:11]1[CH2:15][CH2:14][O:13][C:12]1=[O:16])[CH2:38][CH2:37][CH2:36]2. The yield is 0.930. (2) The reactants are [NH2:1][C:2]1[CH:11]=[C:10]2[C:5]([CH2:6][CH2:7][NH:8][C:9]2=[O:12])=[CH:4][CH:3]=1.[Cl:13]N1C(=O)CCC1=O.O. The catalyst is CN(C)C=O. The product is [NH2:1][C:2]1[C:11]([Cl:13])=[C:10]2[C:5]([CH2:6][CH2:7][NH:8][C:9]2=[O:12])=[CH:4][CH:3]=1. The yield is 0.440.